From a dataset of Full USPTO retrosynthesis dataset with 1.9M reactions from patents (1976-2016). Predict the reactants needed to synthesize the given product. (1) Given the product [NH:4]1[C:5]([CH:6]2[CH2:11][CH2:10][NH:9][CH2:8][CH2:7]2)=[N:1][N:2]=[N:3]1, predict the reactants needed to synthesize it. The reactants are: [NH:1]1[C:5]([CH:6]2[CH2:11][CH2:10][N:9](C(OC(C)(C)C)=O)[CH2:8][CH2:7]2)=[N:4][N:3]=[N:2]1. (2) Given the product [Br:19][C:16]1[CH:15]=[CH:14][C:13]([CH2:12][N:9]2[CH2:10][CH2:11][C:6]([S:20]([C:23]3[CH:24]=[CH:25][C:26]([O:29][CH3:30])=[CH:27][CH:28]=3)(=[O:22])=[O:21])([C:4]([OH:5])=[O:3])[CH2:7][CH2:8]2)=[CH:18][CH:17]=1, predict the reactants needed to synthesize it. The reactants are: C([O:3][C:4]([C:6]1([S:20]([C:23]2[CH:28]=[CH:27][C:26]([O:29][CH3:30])=[CH:25][CH:24]=2)(=[O:22])=[O:21])[CH2:11][CH2:10][N:9]([CH2:12][C:13]2[CH:18]=[CH:17][C:16]([Br:19])=[CH:15][CH:14]=2)[CH2:8][CH2:7]1)=[O:5])C. (3) Given the product [ClH:29].[F:22][C:16]1[CH:15]=[C:14]([C@@H:13]2[NH:8][C@H:9]([CH2:23][CH2:24][CH2:25][C:26]([OH:28])=[O:27])[CH2:10][O:11][CH2:12]2)[CH:19]=[C:18]([F:20])[C:17]=1[F:21], predict the reactants needed to synthesize it. The reactants are: C(OC([N:8]1[C@@H:13]([C:14]2[CH:19]=[C:18]([F:20])[C:17]([F:21])=[C:16]([F:22])[CH:15]=2)[CH2:12][O:11][CH2:10][C@H:9]1[CH2:23][CH2:24][CH2:25][C:26]([OH:28])=[O:27])=O)(C)(C)C.[ClH:29]. (4) Given the product [CH3:24][C:22]1[N:23]=[C:19]([NH:18][C:15](=[O:17])[CH2:14][N:11]2[CH2:10][CH2:9][N:8]([C:6]([O:5][C:1]([CH3:2])([CH3:3])[CH3:4])=[O:7])[CH2:13][CH2:12]2)[S:20][CH:21]=1, predict the reactants needed to synthesize it. The reactants are: [C:1]([O:5][C:6]([N:8]1[CH2:13][CH2:12][N:11]([CH2:14][C:15]([OH:17])=O)[CH2:10][CH2:9]1)=[O:7])([CH3:4])([CH3:3])[CH3:2].[NH2:18][C:19]1[S:20][CH:21]=[C:22]([CH3:24])[N:23]=1.C(N(C(C)C)CC)(C)C.C1CN([P+](ON2N=NC3C=CC=CC2=3)(N2CCCC2)N2CCCC2)CC1.F[P-](F)(F)(F)(F)F. (5) Given the product [Cl:1][C:2]1[CH:7]=[C:6]([Cl:8])[CH:5]=[CH:4][C:3]=1[NH:9][C:10]([NH:13][OH:14])=[O:11], predict the reactants needed to synthesize it. The reactants are: [Cl:1][C:2]1[CH:7]=[C:6]([Cl:8])[CH:5]=[CH:4][C:3]=1[N:9]=[C:10]=[O:11].Cl.[NH2:13][OH:14].[OH-].[Na+].O. (6) The reactants are: Cl.[N+:2]([C:5]1[CH:10]=[CH:9][C:8]([CH2:11][C:12](=[NH:14])[NH2:13])=[CH:7][CH:6]=1)([O-:4])=[O:3].[CH:15]([CH:17]([CH2:23][C:24]([O:26][CH2:27]C)=[O:25])[C:18](OCC)=O)=[O:16].C[O-].[Na+].C(O)(=O)C. Given the product [OH:16][C:15]1[C:17]([CH2:23][C:24]([O:26][CH3:27])=[O:25])=[CH:18][N:13]=[C:12]([CH2:11][C:8]2[CH:7]=[CH:6][C:5]([N+:2]([O-:4])=[O:3])=[CH:10][CH:9]=2)[N:14]=1, predict the reactants needed to synthesize it.